Predict the reaction yield, written as a fraction of the theoretical maximum amount of product (1.0 means a 100% yield; for example, 0.34 means a 34% yield). From a dataset of Reaction yield outcomes from USPTO patents with 853,638 reactions. (1) The reactants are [BH4-].[Na+].[Cl:3][C:4]1[CH:9]=[C:8]([N+:10]([O-])=O)[C:7]([CH3:13])=[CH:6][C:5]=1[CH2:14][C:15]([O:17][CH3:18])=[O:16]. The catalyst is CO. The product is [NH2:10][C:8]1[C:7]([CH3:13])=[CH:6][C:5]([CH2:14][C:15]([O:17][CH3:18])=[O:16])=[C:4]([Cl:3])[CH:9]=1. The yield is 0.650. (2) The reactants are [Li]CCCC.Br[C:7]1[CH:12]=[CH:11][CH:10]=[CH:9][C:8]=1[C:13]([OH:16])([CH3:15])[CH3:14].[B:17](OC)(OC)[O:18]C. The catalyst is C1COCC1. The product is [CH3:14][C:13]1([CH3:15])[O:16][B:17]([OH:18])[C:7]2[CH:12]=[CH:11][CH:10]=[CH:9][C:8]1=2. The yield is 0.400. (3) The reactants are [N+:1]([C:4]1[CH:12]=[CH:11][CH:10]=[C:6]([C:7]([OH:9])=O)[C:5]=1[OH:13])([O-:3])=[O:2].[F:14][C:15]1[C:16]([O:28][C:29]2[CH:34]=[CH:33][C:32]([NH2:35])=[CH:31][CH:30]=2)=[N:17][CH:18]=[N:19][C:20]=1[O:21][C:22]1[CH:27]=[CH:26][CH:25]=[CH:24][CH:23]=1.P(Cl)(Cl)Cl. The catalyst is C1(C)C=CC=CC=1. The product is [F:14][C:15]1[C:16]([O:28][C:29]2[CH:34]=[CH:33][C:32]([NH:35][C:7](=[O:9])[C:6]3[CH:10]=[CH:11][CH:12]=[C:4]([N+:1]([O-:3])=[O:2])[C:5]=3[OH:13])=[CH:31][CH:30]=2)=[N:17][CH:18]=[N:19][C:20]=1[O:21][C:22]1[CH:23]=[CH:24][CH:25]=[CH:26][CH:27]=1. The yield is 0.410. (4) The reactants are [CH3:1][O-:2].[Na+].[CH3:4][O:5][C:6](=[O:11])[CH:7]([Cl:10])[CH2:8]Cl.Cl. The catalyst is CO. The product is [Cl:10][CH:7]([CH2:8][O:2][CH3:1])[C:6]([O:5][CH3:4])=[O:11]. The yield is 0.836. (5) The reactants are [CH2:1]([O:8][C:9]1[CH:10]=[C:11]([CH:31]=[CH:32][CH:33]=1)[CH2:12][C@H:13]([CH:28]([CH3:30])[CH3:29])[CH2:14][C@H:15]([NH:20][C:21](=[O:27])[O:22][C:23]([CH3:26])([CH3:25])[CH3:24])[C@@H:16]([OH:19])[CH2:17][NH2:18])[C:2]1[CH:7]=[CH:6][CH:5]=[CH:4][CH:3]=1.[CH3:34][C:35]([CH3:43])([CH2:39][CH2:40][CH2:41][CH3:42])[C:36](O)=[O:37].C(N(C(C)C)CC)(C)C.C1C=CC2N(O)N=NC=2C=1.CCN=C=NCCCN(C)C.Cl. The catalyst is C(Cl)Cl. The product is [CH2:1]([O:8][C:9]1[CH:10]=[C:11]([CH:31]=[CH:32][CH:33]=1)[CH2:12][C@H:13]([CH:28]([CH3:29])[CH3:30])[CH2:14][C@H:15]([NH:20][C:21]([O:22][C:23]([CH3:26])([CH3:25])[CH3:24])=[O:27])[C@@H:16]([OH:19])[CH2:17][NH:18][C:36](=[O:37])[C:35]([CH3:43])([CH3:34])[CH2:39][CH2:40][CH2:41][CH3:42])[C:2]1[CH:3]=[CH:4][CH:5]=[CH:6][CH:7]=1. The yield is 0.480.